Dataset: Reaction yield outcomes from USPTO patents with 853,638 reactions. Task: Predict the reaction yield, written as a fraction of the theoretical maximum amount of product (1.0 means a 100% yield; for example, 0.34 means a 34% yield). The reactants are [OH:1][C:2]1[CH:7]=[CH:6][C:5](B(O)O)=[CH:4][CH:3]=1.Br[C:12]1[CH:17]=[CH:16][C:15]([S:18]([NH:21][CH2:22][CH2:23][NH:24][C:25](=[O:31])[O:26][C:27]([CH3:30])([CH3:29])[CH3:28])(=[O:20])=[O:19])=[CH:14][CH:13]=1.C([O-])([O-])=O.[Na+].[Na+]. The catalyst is Cl[Pd](Cl)([P](C1C=CC=CC=1)(C1C=CC=CC=1)C1C=CC=CC=1)[P](C1C=CC=CC=1)(C1C=CC=CC=1)C1C=CC=CC=1.COCCOC. The product is [OH:1][C:2]1[CH:7]=[CH:6][C:5]([C:12]2[CH:17]=[CH:16][C:15]([S:18]([NH:21][CH2:22][CH2:23][NH:24][C:25](=[O:31])[O:26][C:27]([CH3:29])([CH3:28])[CH3:30])(=[O:19])=[O:20])=[CH:14][CH:13]=2)=[CH:4][CH:3]=1. The yield is 0.650.